From a dataset of Experimentally validated miRNA-target interactions with 360,000+ pairs, plus equal number of negative samples. Binary Classification. Given a miRNA mature sequence and a target amino acid sequence, predict their likelihood of interaction. (1) The miRNA is hsa-miR-182-5p with sequence UUUGGCAAUGGUAGAACUCACACU. The protein sequence of the target gene is MFGTLLLYCFFLATVPALAETGGERQLSPEKSEIWGPGLKADVVLPARYFYIQAVDTSGNKFTSSPGEKVFQVKVSAPEEQFTRVGVQVLDRKDGSFIVRYRMYASYKNLKVEIKFQGQHVAKSPYILKGPVYHENCDCPLQDSAAWLREMNCPETIAQIQRDLAHFPAVDPEKIAVEIPKRFGQRQSLCHYTLKDNKVYIKTHGEHVGFRIFMDAILLSLTRKVKMPDVELFVNLGDWPLEKKKSNSNIHPIFSWCGSTDSKDIVMPTYDLTDSVLETMGRVSLDMMSVQANTGPPWES.... Result: 0 (no interaction). (2) Result: 0 (no interaction). The protein sequence of the target gene is MSRDRFRSRGGGGGGFHRRGGGGGRGGLHDFRSPPPGMGLNQNRGPMGPGPGQSGPKPPIPPPPPHQQQQQPPPQQPPPQQPPPHQPPPHPQPHQQQQPPPPPQDSSKPVVAQGPGPAPGVGSAPPASSSAPPATPPTSGAPPGSGPGPTPTPPPAVTSAPPGAPPPTPPSSGVPTTPPQAGGPPPPPAAVPGPGPGPKQGPGPGGPKGGKMPGGPKPGGGPGLSTPGGHPKPPHRGGGEPRGGRQHHPPYHQQHHQGPPPGGPGGRSEEKISDSEGFKANLSLLRRPGEKTYTQRCRLF.... The miRNA is mmu-miR-3085-3p with sequence UCUGGCUGCUAUGGCCCCCUC. (3) The miRNA is hsa-miR-6868-3p with sequence UUCCUUCUGUUGUCUGUGCAG. The protein sequence of the target gene is MTHRCLLQMVLLLCFSTTALSRSYSLLRFQQRRSLALCQKLLRQLPSTPQHCLEARMDFQMPEEMKQAQQFQKEDAILVIYEMLQQIFNILTRDFSSTGWSETIIEDLLEELYEQMNHLEPIQKEIMQKQNSTMGDTTVLHLRKYYFNLVQYLKSKEYNRCAWTVVRVQILRNFSFLTRLTGYLRE. Result: 0 (no interaction). (4) Result: 0 (no interaction). The miRNA is hsa-miR-8076 with sequence UAUAUGGACUUUUCUGAUACAAUG. The protein sequence of the target gene is MDAGFFRGTSAEQDNRFSNKQKKLLKQLKFAECLEKKVDMSKVNLEVIKPWITKRVTEILGFEDDVVIEFIFNQLEVKNPDSKMMQINLTGFLNGKNAREFMGELWPLLLSAQENIAGIPSAFLELKKEEIKQRQIEQEKLASMKKQDEDKDKRDKEEKESSREKRERSRSPRRRKSRSPSPRRRSSPVRRERKRSHSRSPRHRTKSRSPSPAPEKKEKTPELPEPSVKVKEPSVQEATSTSDILKVPKPEPIPEPKEPSPEKNSKKEKEKEKTRPRSRSRSKSRSRTRSRSPSHTRPRR.... (5) The miRNA is hsa-miR-302c-3p with sequence UAAGUGCUUCCAUGUUUCAGUGG. The protein sequence of the target gene is MVHFLHPGHTPRNIVPPDAQKDALGCCVVQEEASPYTLVNICLNVLIANLEKLCSERPDGTLCLPEHWSFPQEVAERFLRVMTWQGKLTDRTASIFRGNQMKLKLVNIQKAKISTAAFIKAFCRHKLIELNATAVHADLPVPDIISGLCSNRWIQQNLQCLLLDSTSIPQNSRLLFFSQLTGLRILSVFNVCFHTEDLANVSQLPRLESLDISNTLVTDISALLTCKDRLKSLTMHYLKCLAMTKSQILAVIRELKCLLHLDISDHRQLKSDLAFHLLQQKDILPNVVSLDISGGNCITD.... Result: 1 (interaction). (6) The miRNA is hsa-miR-1270 with sequence CUGGAGAUAUGGAAGAGCUGUGU. The protein sequence of the target gene is MSDGAAARRWGKCGPPCSRESIMVAFKGVWTQAFWKAVTAEFLAMLIFVLLSVGSTINWGGSENPLPVDMVLISLCFGLSIATMVQCFGHISGGHINPAVTVAMVCTRKISIAKSVFYITAQCLGAIIGAGILYLVTPPSVVGGLGVTTVHGNLTAGHGLLVELIITFQLVFTIFASCDSKRTDVTGSVALAIGFSVAIGHLFAINYTGASMNPARSFGPAVIMGNWENHWIYWVGPIIGAVLAGALYEYVFCPDVELKRRLKEAFSKAAQQTKGSYMEVEDNRSQVETEDLILKPGVVH.... Result: 0 (no interaction).